This data is from Forward reaction prediction with 1.9M reactions from USPTO patents (1976-2016). The task is: Predict the product of the given reaction. (1) Given the reactants [CH3:1][O:2][C:3]1[CH:4]=[C:5]2[C:10](=[CH:11][C:12]=1[O:13][CH3:14])[NH:9][CH:8]=[CH:7][C:6]2=O.P12(SP3(SP(SP(S3)(S1)=S)(=S)S2)=S)=[S:17].C(=O)(O)[O-].[Na+], predict the reaction product. The product is: [CH3:1][O:2][C:3]1[CH:4]=[C:5]2[C:10](=[CH:11][C:12]=1[O:13][CH3:14])[NH:9][CH:8]=[CH:7][C:6]2=[S:17]. (2) Given the reactants [CH2:1]([O:3][C:4](=[O:21])[CH2:5][CH2:6][C:7]([NH:9][C:10]1[CH:19]=[CH:18][C:17]([I:20])=[CH:16][C:11]=1[C:12]([O:14]C)=O)=[O:8])[CH3:2].CC([O-])(C)C.[K+].O.Cl, predict the reaction product. The product is: [CH2:1]([O:3][C:4]([CH:5]1[CH2:6][C:7](=[O:8])[NH:9][C:10]2[CH:19]=[CH:18][C:17]([I:20])=[CH:16][C:11]=2[C:12]1=[O:14])=[O:21])[CH3:2]. (3) Given the reactants [C:1]([O:8][CH3:9])(=[O:7])[CH2:2][C:3]([O:5][CH3:6])=[O:4].C(N(CC)CC)C.C1(C)C=CC(S([N:26]=[N+:27]=[N-])(=O)=O)=CC=1, predict the reaction product. The product is: [CH3:6][O:5][C:3](=[O:4])[C:2](=[N+:26]=[N-:27])[C:1]([O:8][CH3:9])=[O:7]. (4) Given the reactants [NH2:1][C:2]1[C:7]([CH:8]=[CH2:9])=[C:6]([C:10]([O:12][CH3:13])=[O:11])[N:5]=[C:4]([C:14]2[CH:19]=[CH:18][C:17](Cl)=[C:16]([N:21]([CH3:23])[CH3:22])[C:15]=2[F:24])[N:3]=1.[CH:25](B1OC(C)(C)C(C)(C)O1)=[CH2:26].F[B-](F)(F)F.C1(P(C2CCCCC2)C2CCCCC2)CCCCC1.P([O-])([O-])([O-])=O.[K+].[K+].[K+], predict the reaction product. The product is: [NH2:1][C:2]1[C:7]([CH:8]=[CH2:9])=[C:6]([C:10]([O:12][CH3:13])=[O:11])[N:5]=[C:4]([C:14]2[CH:19]=[CH:18][C:17]([CH:25]=[CH2:26])=[C:16]([N:21]([CH3:23])[CH3:22])[C:15]=2[F:24])[N:3]=1.